From a dataset of Forward reaction prediction with 1.9M reactions from USPTO patents (1976-2016). Predict the product of the given reaction. (1) Given the reactants Br[C:2]1[CH:7]=[CH:6][C:5]([C:8]2([C:11]#[N:12])[CH2:10][CH2:9]2)=[CH:4][CH:3]=1.B1(B2OC(C)(C)C(C)(C)O2)OC(C)(C)C(C)(C)O1.Br[C:32]1[C:33]2[C:34]3[CH:47]=[CH:46][S:45][C:35]=3[C:36](=[O:44])[NH:37][C:38]=2[CH:39]=[CH:40][C:41]=1[O:42][CH3:43], predict the reaction product. The product is: [CH3:43][O:42][C:41]1[CH:40]=[CH:39][C:38]2[NH:37][C:36](=[O:44])[C:35]3[S:45][CH:46]=[CH:47][C:34]=3[C:33]=2[C:32]=1[C:2]1[CH:7]=[CH:6][C:5]([C:8]2([C:11]#[N:12])[CH2:10][CH2:9]2)=[CH:4][CH:3]=1. (2) Given the reactants [CH3:1][CH:2]1[C:6](=O)[CH2:5][CH2:4][C:3]1=[O:8].[Cl:9][C:10]1[CH:16]=[C:15]([N+:17]([O-:19])=[O:18])[CH:14]=[CH:13][C:11]=1[NH2:12], predict the reaction product. The product is: [Cl:9][C:10]1[CH:16]=[C:15]([N+:17]([O-:19])=[O:18])[CH:14]=[CH:13][C:11]=1[NH:12][C:6]1[CH2:5][CH2:4][C:3](=[O:8])[C:2]=1[CH3:1]. (3) Given the reactants Br[C:2]1[C:5](=[O:6])[C:4]2([CH2:11][CH2:10][CH2:9][CH2:8][CH2:7]2)[C:3]=1[NH:12][C@@H:13]([CH2:17][C:18]1[CH:23]=[CH:22][C:21]([NH:24][C:25](=[O:34])[C:26]2[C:31]([Cl:32])=[CH:30][N:29]=[CH:28][C:27]=2[Cl:33])=[CH:20][CH:19]=1)[C:14]([OH:16])=[O:15].O.Cl.[C:37](OCC)(=[O:39])[CH3:38], predict the reaction product. The product is: [O:6]=[C:5]1[C:4]2([CH2:11][CH2:10][CH2:9][CH2:8][CH2:7]2)[C:3]([NH:12][C@@H:13]([CH2:17][C:18]2[CH:23]=[CH:22][C:21]([NH:24][C:25](=[O:34])[C:26]3[C:31]([Cl:32])=[CH:30][N:29]=[CH:28][C:27]=3[Cl:33])=[CH:20][CH:19]=2)[C:14]([O:16][CH2:38][CH2:37][OH:39])=[O:15])=[CH:2]1. (4) Given the reactants [NH2:1][C:2]1[CH:7]=[C:6]([O:8][CH2:9][CH2:10][CH:11]([CH3:13])[CH3:12])[CH:5]=[CH:4][C:3]=1[NH:14][C:15](=[O:26])[CH2:16][O:17][C:18]1[CH:23]=[CH:22][CH:21]=[C:20]([O:24][CH3:25])[CH:19]=1.[CH:27](=O)[CH:28]([CH3:30])[CH3:29].[BH3-]C#N.[Na+].NC1C=CC=CC=1, predict the reaction product. The product is: [CH2:27]([NH:1][C:2]1[CH:7]=[C:6]([O:8][CH2:9][CH2:10][CH:11]([CH3:13])[CH3:12])[CH:5]=[CH:4][C:3]=1[NH:14][C:15](=[O:26])[CH2:16][O:17][C:18]1[CH:23]=[CH:22][CH:21]=[C:20]([O:24][CH3:25])[CH:19]=1)[CH:28]([CH3:30])[CH3:29].